From a dataset of Catalyst prediction with 721,799 reactions and 888 catalyst types from USPTO. Predict which catalyst facilitates the given reaction. (1) Reactant: [NH2:1][CH2:2][C:3]([NH:5][C:6]1[S:7][CH:8]=[CH:9][C:10]=1[C:11]([C:13]1[CH:22]=[CH:21][C:16]([C:17]([O:19][CH3:20])=[O:18])=[CH:15][CH:14]=1)=O)=[O:4].C(O)(=O)C. Product: [O:4]=[C:3]1[NH:5][C:6]2[S:7][CH:8]=[CH:9][C:10]=2[C:11]([C:13]2[CH:22]=[CH:21][C:16]([C:17]([O:19][CH3:20])=[O:18])=[CH:15][CH:14]=2)=[N:1][CH2:2]1. The catalyst class is: 5. (2) Reactant: [CH3:1][S:2]([C:5]1[CH:10]=[CH:9][C:8]([C:11]2[C:12]([O:25][C:26]3[CH:31]=[CH:30][C:29]([O:32][CH2:33][CH2:34][N:35]4[CH2:40][CH2:39][CH2:38][CH2:37][CH2:36]4)=[CH:28][CH:27]=3)=[C:13]3[C:18](=[CH:19][CH:20]=2)[CH:17]=[C:16]([O:21]C(=O)C)[CH:15]=[CH:14]3)=[CH:7][C:6]=1[O:41][CH3:42])(=[O:4])=[O:3].C([O-])(O)=O.[Na+]. Product: [CH3:1][S:2]([C:5]1[CH:10]=[CH:9][C:8]([C:11]2[C:12]([O:25][C:26]3[CH:31]=[CH:30][C:29]([O:32][CH2:33][CH2:34][N:35]4[CH2:40][CH2:39][CH2:38][CH2:37][CH2:36]4)=[CH:28][CH:27]=3)=[C:13]3[C:18](=[CH:19][CH:20]=2)[CH:17]=[C:16]([OH:21])[CH:15]=[CH:14]3)=[CH:7][C:6]=1[O:41][CH3:42])(=[O:4])=[O:3]. The catalyst class is: 5.